This data is from Full USPTO retrosynthesis dataset with 1.9M reactions from patents (1976-2016). The task is: Predict the reactants needed to synthesize the given product. (1) Given the product [NH2:8][C:5]1[CH:6]=[CH:7][C:2]([Cl:1])=[C:3]([C:11](=[O:13])[CH3:12])[CH:4]=1, predict the reactants needed to synthesize it. The reactants are: [Cl:1][C:2]1[CH:7]=[CH:6][C:5]([N+:8]([O-])=O)=[CH:4][C:3]=1[C:11](=[O:13])[CH3:12].[Cl-].[NH4+].O. (2) Given the product [F:25][C:23]1([F:26])[O:22][C:21]2[CH:27]=[CH:28][C:18]([C:15]3([C:13]([NH:12][C:4]4[N:3]=[C:2]([C:41]5[CH:42]=[CH:43][C:38]([CH2:37][NH:36][C:34](=[O:35])[O:33][C:29]([CH3:30])([CH3:31])[CH3:32])=[CH:39][CH:40]=5)[C:11]5[C:6]([CH:5]=4)=[CH:7][CH:8]=[CH:9][CH:10]=5)=[O:14])[CH2:17][CH2:16]3)=[CH:19][C:20]=2[O:24]1, predict the reactants needed to synthesize it. The reactants are: Br[C:2]1[C:11]2[C:6](=[CH:7][CH:8]=[CH:9][CH:10]=2)[CH:5]=[C:4]([NH:12][C:13]([C:15]2([C:18]3[CH:28]=[CH:27][C:21]4[O:22][C:23]([F:26])([F:25])[O:24][C:20]=4[CH:19]=3)[CH2:17][CH2:16]2)=[O:14])[N:3]=1.[C:29]([O:33][C:34]([NH:36][CH2:37][C:38]1[CH:43]=[CH:42][C:41](B(O)O)=[CH:40][CH:39]=1)=[O:35])([CH3:32])([CH3:31])[CH3:30].